From a dataset of Peptide-MHC class I binding affinity with 185,985 pairs from IEDB/IMGT. Regression. Given a peptide amino acid sequence and an MHC pseudo amino acid sequence, predict their binding affinity value. This is MHC class I binding data. (1) The peptide sequence is YLREHIRAM. The MHC is HLA-B15:42 with pseudo-sequence HLA-B15:42. The binding affinity (normalized) is 0.213. (2) The peptide sequence is MFEQYFIYTY. The MHC is HLA-A68:01 with pseudo-sequence HLA-A68:01. The binding affinity (normalized) is 0.168. (3) The peptide sequence is EEDEGEELF. The MHC is HLA-A01:01 with pseudo-sequence HLA-A01:01. The binding affinity (normalized) is 0.0847. (4) The peptide sequence is RIYRKGNPL. The MHC is HLA-B15:01 with pseudo-sequence HLA-B15:01. The binding affinity (normalized) is 0.504. (5) The peptide sequence is YLEGTRTLL. The MHC is HLA-A68:02 with pseudo-sequence HLA-A68:02. The binding affinity (normalized) is 0.0847. (6) The peptide sequence is QTVDFTDCR. The MHC is HLA-A30:01 with pseudo-sequence HLA-A30:01. The binding affinity (normalized) is 0.680. (7) The peptide sequence is VTTTNPLI. The MHC is Mamu-A01 with pseudo-sequence Mamu-A01. The binding affinity (normalized) is 0.536.